This data is from Forward reaction prediction with 1.9M reactions from USPTO patents (1976-2016). The task is: Predict the product of the given reaction. (1) Given the reactants Cl[C:2]1[N:7]=[CH:6][C:5]([C:8]([O:10][CH2:11][CH3:12])=[O:9])=[C:4]([C:13]2[CH:18]=[CH:17][CH:16]=[CH:15][CH:14]=2)[CH:3]=1.[NH2:19][CH2:20][CH2:21][NH:22][C:23]1[CH:28]=[CH:27][C:26]([N+:29]([O-:31])=[O:30])=[CH:25][N:24]=1.CCN(C(C)C)C(C)C.CC(N(C)C)=O, predict the reaction product. The product is: [N+:29]([C:26]1[CH:27]=[CH:28][C:23]([NH:22][CH2:21][CH2:20][NH:19][C:2]2[N:7]=[CH:6][C:5]([C:8]([O:10][CH2:11][CH3:12])=[O:9])=[C:4]([C:13]3[CH:18]=[CH:17][CH:16]=[CH:15][CH:14]=3)[CH:3]=2)=[N:24][CH:25]=1)([O-:31])=[O:30]. (2) The product is: [CH2:20]([O:19][C:17](=[O:18])[CH2:16][O:8][C:3]1[CH:4]=[CH:5][CH:6]=[CH:7][C:2]=1[I:1])[CH3:21]. Given the reactants [I:1][C:2]1[CH:7]=[CH:6][CH:5]=[CH:4][C:3]=1[OH:8].C(=O)([O-])[O-].[Cs+].[Cs+].Br[CH2:16][C:17]([O:19][CH2:20][CH3:21])=[O:18], predict the reaction product. (3) Given the reactants [CH:1]1([NH:6][C:7]2[CH:12]=[CH:11][C:10]([C@H:13]3[C@@H:18]([C:19](OCC)=[O:20])[CH2:17][CH2:16][CH2:15][N:14]3[C:24](=[O:33])[C:25]3[C:30]([CH3:31])=[CH:29][CH:28]=[CH:27][C:26]=3[F:32])=[CH:9][CH:8]=2)[CH2:5][CH2:4][CH2:3][CH2:2]1.[CH3:34][C:35]1[C:41]([C:42]([F:45])([F:44])[F:43])=[CH:40][C:38]([NH2:39])=[CH:37][CH:36]=1.C[Al](C)C.O.O.O.O.C(C(C(C([O-])=O)O)O)([O-])=O.[K+].[Na+], predict the reaction product. The product is: [CH:1]1([NH:6][C:7]2[CH:8]=[CH:9][C:10]([C@H:13]3[C@@H:18]([C:19]([NH:39][C:38]4[CH:37]=[CH:36][C:35]([CH3:34])=[C:41]([C:42]([F:43])([F:44])[F:45])[CH:40]=4)=[O:20])[CH2:17][CH2:16][CH2:15][N:14]3[C:24](=[O:33])[C:25]3[C:30]([CH3:31])=[CH:29][CH:28]=[CH:27][C:26]=3[F:32])=[CH:11][CH:12]=2)[CH2:5][CH2:4][CH2:3][CH2:2]1. (4) Given the reactants Br[CH:2]([CH3:15])[C:3]([C:5]1[C:14]2[C:9](=[CH:10][CH:11]=[CH:12][CH:13]=2)[CH:8]=[CH:7][CH:6]=1)=O.[NH2:16][C:17]([NH2:19])=[S:18], predict the reaction product. The product is: [NH2:19][C:17]1[S:18][C:2]([CH3:15])=[C:3]([C:5]2[C:14]3[C:9](=[CH:10][CH:11]=[CH:12][CH:13]=3)[CH:8]=[CH:7][CH:6]=2)[N:16]=1. (5) Given the reactants Cl[C:2]1[C:3](=[O:15])[N:4]([CH:9]2[CH2:14][CH2:13][CH2:12][CH2:11][O:10]2)[N:5]=[CH:6][C:7]=1[CH3:8].CO[C:18]1[CH:19]=[C:20]([CH:31]=[CH:32][C:33]=1B1OC(C)(C)C(C)(C)O1)[O:21][C:22]1[C:27]2[CH:28]=[CH:29][O:30][C:26]=2[CH:25]=[CH:24][N:23]=1.P([O-])([O-])([O-])=O.[K+].[K+].[K+].O1CCC[CH2:52]1, predict the reaction product. The product is: [O:30]1[C:26]2[CH:25]=[CH:24][N:23]=[C:22]([O:21][C:20]3[CH:31]=[CH:32][C:33]([C:2]4[C:3](=[O:15])[N:4]([CH:9]5[CH2:14][CH2:13][CH2:12][CH2:11][O:10]5)[N:5]=[CH:6][C:7]=4[CH3:8])=[C:18]([CH3:52])[CH:19]=3)[C:27]=2[CH:28]=[CH:29]1. (6) The product is: [Br:19][C:20]1[CH:27]=[CH:26][C:23]([CH:24]([OH:25])[C:33]([F:36])([F:35])[F:34])=[C:22]([F:28])[CH:21]=1. Given the reactants CCCC[N+](CCCC)(CCCC)CCCC.[F-].[Br:19][C:20]1[CH:27]=[CH:26][C:23]([CH:24]=[O:25])=[C:22]([F:28])[CH:21]=1.[Si]([C:33]([F:36])([F:35])[F:34])(C)(C)C.Cl, predict the reaction product.